From a dataset of Catalyst prediction with 721,799 reactions and 888 catalyst types from USPTO. Predict which catalyst facilitates the given reaction. (1) Reactant: Cl[C:2]1[N:7]=[C:6]([NH:8][C:9]2[CH:14]=[CH:13][CH:12]=[CH:11][C:10]=2[NH:15][S:16]([CH3:19])(=[O:18])=[O:17])[C:5]([Cl:20])=[CH:4][N:3]=1.[NH2:21][C:22]1[CH:23]=[C:24]([CH:36]=[CH:37][CH:38]=1)[O:25][CH2:26][CH2:27][NH:28]C(=O)OC(C)(C)C.C(O)(C)C.Cl. Product: [NH2:28][CH2:27][CH2:26][O:25][C:24]1[CH:23]=[C:22]([NH:21][C:2]2[N:7]=[C:6]([NH:8][C:9]3[CH:14]=[CH:13][CH:12]=[CH:11][C:10]=3[NH:15][S:16]([CH3:19])(=[O:18])=[O:17])[C:5]([Cl:20])=[CH:4][N:3]=2)[CH:38]=[CH:37][CH:36]=1. The catalyst class is: 8. (2) Reactant: [H-].[Na+].[NH:3]1[CH2:9][CH2:8][CH2:7][C@@H:4]1[CH2:5][OH:6].[Cl:10][C:11]1[CH:16]=[C:15]([NH:17][C:18]2[C:27]3[C:22](=[CH:23][CH:24]=[CH:25][C:26]=3F)[N:21]=[CH:20][N:19]=2)[CH:14]=[CH:13][C:12]=1[OH:29].[Cl-].[NH4+]. Product: [Cl:10][C:11]1[CH:16]=[C:15]([NH:17][C:18]2[C:27]3[C:22](=[CH:23][CH:24]=[CH:25][C:26]=3[O:6][CH2:5][C@H:4]3[CH2:7][CH2:8][CH2:9][NH:3]3)[N:21]=[CH:20][N:19]=2)[CH:14]=[CH:13][C:12]=1[OH:29]. The catalyst class is: 44. (3) Reactant: [CH2:1]([N:4]([CH2:25][CH2:26][CH3:27])[C:5]1[N:6]([CH3:24])[C:7](=[O:23])[C:8]2[C:13]([C:14]3[C:19]([CH3:20])=[CH:18][C:17]([CH3:21])=[CH:16][C:15]=3[CH3:22])=[CH:12][NH:11][C:9]=2[N:10]=1)[CH2:2][CH3:3].[H-].[Na+].[C:30](Cl)(=[O:32])[CH3:31]. Product: [C:30]([N:11]1[C:9]2[N:10]=[C:5]([N:4]([CH2:1][CH2:2][CH3:3])[CH2:25][CH2:26][CH3:27])[N:6]([CH3:24])[C:7](=[O:23])[C:8]=2[C:13]([C:14]2[C:15]([CH3:22])=[CH:16][C:17]([CH3:21])=[CH:18][C:19]=2[CH3:20])=[CH:12]1)(=[O:32])[CH3:31]. The catalyst class is: 47. (4) Reactant: [Br:1][C:2]1[CH:7]=[CH:6][C:5]([S:8][C@H:9]2[CH2:13][C@H:12]([C:14]#[N:15])[C@@H:11]([O:16][CH:17]3[CH2:22][CH2:21][O:20][CH2:19][CH2:18]3)[CH2:10]2)=[C:4]([C:23]([F:26])([F:25])[F:24])[CH:3]=1.C1C=C(Cl)C=C(C(OO)=[O:35])C=1.[OH2:38]. Product: [Br:1][C:2]1[CH:7]=[CH:6][C:5]([S:8]([C@H:9]2[CH2:13][C@H:12]([C:14]#[N:15])[C@@H:11]([O:16][CH:17]3[CH2:22][CH2:21][O:20][CH2:19][CH2:18]3)[CH2:10]2)(=[O:35])=[O:38])=[C:4]([C:23]([F:25])([F:24])[F:26])[CH:3]=1. The catalyst class is: 2. (5) Reactant: [N:1]1[CH:6]=[CH:5][CH:4]=[C:3]([C:7](=O)[CH2:8][CH2:9][C:10]([C:12]2[CH:13]=[N:14][CH:15]=[CH:16][CH:17]=2)=O)[CH:2]=1.[CH3:19][Si:20]([CH3:29])([CH3:28])[CH2:21][CH2:22][O:23][C:24]([NH:26][NH2:27])=[O:25].C1(C)C=CC(S(O)(=O)=O)=CC=1.O. Product: [CH3:19][Si:20]([CH3:29])([CH3:28])[CH2:21][CH2:22][O:23][C:24](=[O:25])[NH:26][N:27]1[C:7]([C:3]2[CH:2]=[N:1][CH:6]=[CH:5][CH:4]=2)=[CH:8][CH:9]=[C:10]1[C:12]1[CH:13]=[N:14][CH:15]=[CH:16][CH:17]=1. The catalyst class is: 11. (6) Reactant: [C:1]([OH:6])(=[O:5])[C@@H:2]([CH3:4])[OH:3]. Product: [C:1]([OH:6])(=[O:5])[C@@H:2]([CH3:4])[OH:3].[C:1]([OH:6])(=[O:5])[C@H:2]([CH3:4])[OH:3]. The catalyst class is: 6. (7) Reactant: [Br:1][C:2]1[CH:11]=[C:10]2[C:5]([CH2:6][CH2:7][CH:8]([NH:12][CH2:13][CH2:14][CH3:15])[CH2:9]2)=[CH:4][CH:3]=1.[CH3:16][S:17]([N:20]1[CH2:25][CH2:24][CH:23]([CH:26]=O)[CH2:22][CH2:21]1)(=[O:19])=[O:18].C(O[BH-](OC(=O)C)OC(=O)C)(=O)C.[Na+]. Product: [Br:1][C:2]1[CH:11]=[C:10]2[C:5]([CH2:6][CH2:7][CH:8]([N:12]([CH2:26][CH:23]3[CH2:24][CH2:25][N:20]([S:17]([CH3:16])(=[O:19])=[O:18])[CH2:21][CH2:22]3)[CH2:13][CH2:14][CH3:15])[CH2:9]2)=[CH:4][CH:3]=1. The catalyst class is: 68.